Dataset: Full USPTO retrosynthesis dataset with 1.9M reactions from patents (1976-2016). Task: Predict the reactants needed to synthesize the given product. Given the product [Cl:30][C:7]1[C:6]([CH:3]([OH:5])[CH3:4])=[CH:11][C:10]([C:12]#[N:13])=[CH:9][C:8]=1[NH:14][C:15]1[N:20]=[C:19]([NH:21][CH:22]2[CH2:23][CH2:24]2)[C:18]2=[N:25][CH:26]=[C:27]([C:28]#[N:29])[N:17]2[N:16]=1, predict the reactants needed to synthesize it. The reactants are: [BH4-].[Na+].[C:3]([C:6]1[C:7]([Cl:30])=[C:8]([NH:14][C:15]2[N:20]=[C:19]([NH:21][CH:22]3[CH2:24][CH2:23]3)[C:18]3=[N:25][CH:26]=[C:27]([C:28]#[N:29])[N:17]3[N:16]=2)[CH:9]=[C:10]([C:12]#[N:13])[CH:11]=1)(=[O:5])[CH3:4].